From a dataset of Full USPTO retrosynthesis dataset with 1.9M reactions from patents (1976-2016). Predict the reactants needed to synthesize the given product. (1) Given the product [Br:1][C:2]1[C:3]([CH3:8])=[N:4][N:5]([CH2:12][C:13]([O:15][CH2:16][CH3:17])=[O:14])[C:6]=1[CH3:7], predict the reactants needed to synthesize it. The reactants are: [Br:1][C:2]1[C:3]([CH3:8])=[N:4][NH:5][C:6]=1[CH3:7].[H-].[Na+].Br[CH2:12][C:13]([O:15][CH2:16][CH3:17])=[O:14].[NH4+].[Cl-]. (2) The reactants are: C(OC([N:8]1[C:12]2=[N:13][C:14]([N:17]3[CH2:22][CH2:21][N:20]([C:23]([O:25][C:26]([CH3:29])([CH3:28])[CH3:27])=[O:24])[CH2:19][CH2:18]3)=[CH:15][CH:16]=[C:11]2[N:10]=[CH:9]1)=O)(C)(C)C.C[O:31][C:32](=O)[C:33]1[CH:38]=[CH:37][C:36]([C:39]#[N:40])=[C:35]([C:41]2[C:50]3[C:45](=[CH:46][CH:47]=[CH:48][CH:49]=3)[CH:44]=[N:43][CH:42]=2)[CH:34]=1.C([N-]C(C)C)(C)C.[Li+]. Given the product [C:26]([O:25][C:23]([N:20]1[CH2:21][CH2:22][N:17]([C:14]2[N:13]=[C:12]3[NH:8][C:9]([C:32](=[O:31])[C:33]4[CH:38]=[CH:37][C:36]([C:39]#[N:40])=[C:35]([C:41]5[C:50]6[C:45](=[CH:46][CH:47]=[CH:48][CH:49]=6)[CH:44]=[N:43][CH:42]=5)[CH:34]=4)=[N:10][C:11]3=[CH:16][CH:15]=2)[CH2:18][CH2:19]1)=[O:24])([CH3:27])([CH3:28])[CH3:29], predict the reactants needed to synthesize it. (3) Given the product [OH:4][C:5]1[CH:14]=[C:13]2[C:8]([CH:9]=[C:10]([CH:16]=[O:17])[CH:11]=[N:12]2)=[CH:7][CH:6]=1, predict the reactants needed to synthesize it. The reactants are: C([O:4][C:5]1[CH:14]=[C:13]2[C:8]([CH:9]=[C:10]([CH:16]=[O:17])[C:11](Cl)=[N:12]2)=[CH:7][CH:6]=1)(=O)C.CCN(CC)CC.O. (4) Given the product [CH2:41]([O:40][CH2:39][CH:38]([S:43][C:44]1[CH:49]=[CH:48][C:47]([O:50][CH2:51][C:52]([O:54][CH2:55][CH3:56])=[O:53])=[C:46]([CH3:57])[CH:45]=1)[C:36]1[CH:35]=[CH:34][CH:33]=[C:32]([C:63]2[CH:64]=[CH:65][C:60]([C:59]([F:72])([F:71])[F:58])=[CH:61][CH:62]=2)[N:37]=1)[CH3:42], predict the reactants needed to synthesize it. The reactants are: [Cl-].CC1C=C(C)C=C(C)C=1[N+]1C=CN(C2C(C)=CC(C)=CC=2C)C=1.C([O-])([O-])=O.[Cs+].[Cs+].Br[C:32]1[N:37]=[C:36]([CH:38]([S:43][C:44]2[CH:49]=[CH:48][C:47]([O:50][CH2:51][C:52]([O:54][CH2:55][CH3:56])=[O:53])=[C:46]([CH3:57])[CH:45]=2)[CH2:39][O:40][CH2:41][CH3:42])[CH:35]=[CH:34][CH:33]=1.[F:58][C:59]([F:72])([F:71])[C:60]1[CH:65]=[CH:64][C:63](B2OCCO2)=[CH:62][CH:61]=1.